From a dataset of Peptide-MHC class I binding affinity with 185,985 pairs from IEDB/IMGT. Regression. Given a peptide amino acid sequence and an MHC pseudo amino acid sequence, predict their binding affinity value. This is MHC class I binding data. (1) The peptide sequence is LTSRATWAK. The MHC is HLA-A11:01 with pseudo-sequence HLA-A11:01. The binding affinity (normalized) is 0.649. (2) The peptide sequence is LPFERSTVM. The MHC is HLA-B07:02 with pseudo-sequence HLA-B07:02. The binding affinity (normalized) is 0. (3) The peptide sequence is HPEIVIYQY. The MHC is HLA-B40:01 with pseudo-sequence HLA-B40:01. The binding affinity (normalized) is 0. (4) The peptide sequence is EISNMLSII. The MHC is HLA-A26:01 with pseudo-sequence HLA-A26:01. The binding affinity (normalized) is 0.249. (5) The peptide sequence is AENLWVPVY. The MHC is Mamu-A11 with pseudo-sequence Mamu-A11. The binding affinity (normalized) is 0.882. (6) The peptide sequence is VETGTTETM. The MHC is Mamu-A11 with pseudo-sequence Mamu-A11. The binding affinity (normalized) is 0.106. (7) The MHC is HLA-B48:01 with pseudo-sequence HLA-B48:01. The binding affinity (normalized) is 0.0847. The peptide sequence is RQAELSKAY.